This data is from Forward reaction prediction with 1.9M reactions from USPTO patents (1976-2016). The task is: Predict the product of the given reaction. (1) Given the reactants N12CCCN=C1CCCCC2.[CH:12]([Si:15]([CH:27]([CH3:29])[CH3:28])([CH:24]([CH3:26])[CH3:25])[O:16][CH2:17][CH:18]1[O:22][C:21](=[O:23])[CH:20]=[CH:19]1)([CH3:14])[CH3:13].[N+:30]([CH3:33])([O-:32])=[O:31], predict the reaction product. The product is: [CH:27]([Si:15]([CH:12]([CH3:13])[CH3:14])([CH:24]([CH3:26])[CH3:25])[O:16][CH2:17][CH:18]1[O:22][C:21](=[O:23])[CH2:20][CH:19]1[CH2:33][N+:30]([O-:32])=[O:31])([CH3:29])[CH3:28]. (2) Given the reactants C[C@@H:2]([NH:32]C)[C@H:3]1[O:8][C@H:7]([O:9][C@H:10]2[C@H:15]([OH:16])[C@@H:14]([O:17][C@H:18]3[O:23][CH2:22][C@@:21]([OH:25])([CH3:24])[C@H:20]([NH:26][CH3:27])[C@H:19]3[OH:28])[C@H:13]([NH2:29])[CH2:12][C@@H:11]2[NH2:30])[C@H:6]([NH2:31])[CH2:5][CH2:4]1.ClC(OCC1C=CC=CC=1)=O, predict the reaction product. The product is: [CH3:24][C:21]1([OH:25])[CH:20]([NH:26][CH3:27])[CH:19]([OH:28])[CH:18]([O:17][CH:14]2[CH:15]([OH:16])[CH:10]([O:9][CH:7]3[O:8][CH:3]([CH2:2][NH2:32])[CH2:4][CH2:5][CH:6]3[NH2:31])[CH:11]([NH2:30])[CH2:12][CH:13]2[NH2:29])[O:23][CH2:22]1. (3) Given the reactants [F:1][C:2]([F:19])([F:18])[C:3]1[CH:4]=[C:5]([C:13]2[N:14]=[CH:15][NH:16][CH:17]=2)[CH:6]=[C:7]([C:9]([F:12])([F:11])[F:10])[CH:8]=1.[C:20]([O:24][CH:25]([CH3:27])[CH3:26])(=[O:23])[CH:21]=[CH2:22].C(OCC)(=O)C.CCCCCC.O, predict the reaction product. The product is: [F:19][C:2]([F:1])([F:18])[C:3]1[CH:4]=[C:5]([C:13]2[N:14]=[CH:15][N:16](/[CH:22]=[CH:21]\[C:20]([O:24][CH:25]([CH3:27])[CH3:26])=[O:23])[CH:17]=2)[CH:6]=[C:7]([C:9]([F:10])([F:11])[F:12])[CH:8]=1.